This data is from Forward reaction prediction with 1.9M reactions from USPTO patents (1976-2016). The task is: Predict the product of the given reaction. (1) Given the reactants [C:1]([C:5]1[O:9][N:8]=[C:7]([CH:10](O)[CH3:11])[CH:6]=1)([CH3:4])([CH3:3])[CH3:2].C1(C)C=CC(S([Cl:22])(=O)=O)=CC=1.O, predict the reaction product. The product is: [Cl:22][CH:10]([C:7]1[CH:6]=[C:5]([C:1]([CH3:4])([CH3:3])[CH3:2])[O:9][N:8]=1)[CH3:11]. (2) Given the reactants [F:1][C:2]1[CH:7]=[CH:6][C:5]([C:8]2[C:33]([C:34]([O:36][CH3:37])=[O:35])=[C:11]3[CH:12]=[C:13]([C:24]4[CH:25]=[C:26]([CH:30]=[CH:31][CH:32]=4)[C:27]([OH:29])=O)[C:14]([N:16]([CH2:21][CH2:22][OH:23])[S:17]([CH3:20])(=[O:19])=[O:18])=[CH:15][N:10]3[N:9]=2)=[CH:4][CH:3]=1.Cl.Cl.[N:40]1[CH:45]=[CH:44][CH:43]=[CH:42][C:41]=1[C:46]1([NH2:49])[CH2:48][CH2:47]1, predict the reaction product. The product is: [F:1][C:2]1[CH:7]=[CH:6][C:5]([C:8]2[C:33]([C:34]([O:36][CH3:37])=[O:35])=[C:11]3[CH:12]=[C:13]([C:24]4[CH:32]=[CH:31][CH:30]=[C:26]([C:27](=[O:29])[NH:49][C:46]5([C:41]6[CH:42]=[CH:43][CH:44]=[CH:45][N:40]=6)[CH2:48][CH2:47]5)[CH:25]=4)[C:14]([N:16]([CH2:21][CH2:22][OH:23])[S:17]([CH3:20])(=[O:19])=[O:18])=[CH:15][N:10]3[N:9]=2)=[CH:4][CH:3]=1. (3) The product is: [ClH:32].[NH2:7][C@H:8]1[CH2:9][CH2:10][C@H:11]([NH:14][C:15](=[O:16])[C:17]2[CH:22]=[CH:21][C:20]([C:23]3[CH:28]=[CH:27][CH:26]=[C:25]([F:29])[CH:24]=3)=[N:19][CH:18]=2)[CH2:12][CH2:13]1. Given the reactants C(OC(=O)[NH:7][C@H:8]1[CH2:13][CH2:12][C@@H:11]([NH:14][C:15]([C:17]2[CH:18]=[N:19][C:20]([C:23]3[CH:28]=[CH:27][CH:26]=[C:25]([F:29])[CH:24]=3)=[CH:21][CH:22]=2)=[O:16])[CH2:10][CH2:9]1)(C)(C)C.O.[ClH:32], predict the reaction product. (4) Given the reactants [CH:1]([C:3]1[S:4][CH:5]=[C:6](B(O)O)[CH:7]=1)=[O:2].[CH2:11](Br)[C:12]1[CH:17]=[CH:16][CH:15]=[CH:14][CH:13]=1.C([O-])([O-])=O.[Na+].[Na+], predict the reaction product. The product is: [CH2:11]([C:6]1[CH:7]=[C:3]([CH:1]=[O:2])[S:4][CH:5]=1)[C:12]1[CH:17]=[CH:16][CH:15]=[CH:14][CH:13]=1. (5) Given the reactants I[C:2]1[C:3]([C:25]2[CH:30]=[CH:29][N:28]=[CH:27][CH:26]=2)=[N:4][N:5]2[C:10]([C:11]3[CH:12]=[N:13][C:14]([N:17]4[CH2:22][C@@H:21]5[CH2:23][C@H:18]4[CH2:19][N:20]5[CH3:24])=[CH:15][CH:16]=3)=[CH:9][CH:8]=[N:7][C:6]=12.C(=O)([O-])[O-].[Na+].[Na+].CC1(C)C(C)(C)OB([C:45]2[CH:53]=[CH:52][CH:51]=[C:50]3[C:46]=2[CH:47]=[N:48][NH:49]3)O1, predict the reaction product. The product is: [NH:49]1[C:50]2[C:46](=[C:45]([C:2]3[C:3]([C:25]4[CH:26]=[CH:27][N:28]=[CH:29][CH:30]=4)=[N:4][N:5]4[C:10]([C:11]5[CH:12]=[N:13][C:14]([N:17]6[CH2:22][C@@H:21]7[CH2:23][C@H:18]6[CH2:19][N:20]7[CH3:24])=[CH:15][CH:16]=5)=[CH:9][CH:8]=[N:7][C:6]=34)[CH:53]=[CH:52][CH:51]=2)[CH:47]=[N:48]1. (6) Given the reactants Cl[C:2]1[C:7]([CH2:8][OH:9])=[C:6]([CH3:10])[N:5]=[C:4]2[N:11]([CH2:16][C:17]3[CH:22]=[CH:21][C:20]([O:23][CH3:24])=[CH:19][CH:18]=3)[C:12]([CH3:15])=[C:13]([CH3:14])[C:3]=12.[Cl:25][C:26]1[CH:31]=[CH:30][C:29](B2OC(C)(C)C(C)(C)O2)=[CH:28][CH:27]=1.C(=O)([O-])[O-].[K+].[K+], predict the reaction product. The product is: [Cl:25][C:26]1[CH:31]=[CH:30][C:29]([C:2]2[C:7]([CH2:8][OH:9])=[C:6]([CH3:10])[N:5]=[C:4]3[N:11]([CH2:16][C:17]4[CH:22]=[CH:21][C:20]([O:23][CH3:24])=[CH:19][CH:18]=4)[C:12]([CH3:15])=[C:13]([CH3:14])[C:3]=23)=[CH:28][CH:27]=1.